This data is from Full USPTO retrosynthesis dataset with 1.9M reactions from patents (1976-2016). The task is: Predict the reactants needed to synthesize the given product. The reactants are: Cl[C:2]1[C:11]2[C:6](=[CH:7][C:8]([Cl:12])=[CH:9][CH:10]=2)[N:5]=[CH:4][CH:3]=1.[C:13](=O)(O)[O-:14].[Na+].C(OCC)(=O)C.[Cl-].[Na+]. Given the product [CH3:13][O:14][C:2]1[C:11]2[C:6](=[CH:7][C:8]([Cl:12])=[CH:9][CH:10]=2)[N:5]=[CH:4][CH:3]=1, predict the reactants needed to synthesize it.